Dataset: Forward reaction prediction with 1.9M reactions from USPTO patents (1976-2016). Task: Predict the product of the given reaction. (1) The product is: [P:4]([C:9]#[C:10][C:11]1[CH:16]=[CH:15][CH:14]=[CH:13][CH:12]=1)([OH:6])([OH:5])=[O:3]. Given the reactants C([O:3][P:4]([C:9]#[C:10][C:11]1[CH:16]=[CH:15][CH:14]=[CH:13][CH:12]=1)([O:6]CC)=[O:5])C.C[Si](Br)(C)C, predict the reaction product. (2) Given the reactants COCCN(S(F)(F)[F:11])CCOC.[C:14]([O:18][C:19]([C@H:21]1[CH2:26][CH2:25][C@@H:24]([O:27][CH2:28][CH2:29][CH2:30]O)[CH2:23][CH2:22]1)=[O:20])([CH3:17])([CH3:16])[CH3:15].C(=O)(O)[O-].[Na+], predict the reaction product. The product is: [C:14]([O:18][C:19]([C@H:21]1[CH2:26][CH2:25][C@@H:24]([O:27][CH2:28][CH2:29][CH2:30][F:11])[CH2:23][CH2:22]1)=[O:20])([CH3:17])([CH3:16])[CH3:15]. (3) Given the reactants [NH2:1][C:2]1[S:3][CH:4]=[N:5][N:6]=1.[C:7]([NH:10][C:11]1[CH:16]=[CH:15][C:14]([S:17](Cl)(=[O:19])=[O:18])=[CH:13][CH:12]=1)(=[O:9])[CH3:8], predict the reaction product. The product is: [S:3]1[CH:4]=[N:5][N:6]=[C:2]1[NH:1][S:17]([C:14]1[CH:13]=[CH:12][C:11]([NH:10][C:7](=[O:9])[CH3:8])=[CH:16][CH:15]=1)(=[O:19])=[O:18]. (4) Given the reactants [CH3:1][O:2][C:3](=[O:31])[CH:4]([C:9]1[CH:14]=[C:13]([O:15]S(C(F)(F)F)(=O)=O)[CH:12]=[C:11](OCC2C=CC=CC=2)[CH:10]=1)[CH2:5][C:6]([CH3:8])=[CH2:7].[F:32][C:33]1[CH:34]=[C:35](B(O)O)[CH:36]=[C:37]([C:39]([F:42])([F:41])[F:40])[CH:38]=1, predict the reaction product. The product is: [CH3:1][O:2][C:3](=[O:31])[CH:4]([C:9]1[CH:10]=[C:11]([C:35]2[CH:36]=[C:37]([C:39]([F:41])([F:40])[F:42])[CH:38]=[C:33]([F:32])[CH:34]=2)[CH:12]=[C:13]([OH:15])[CH:14]=1)[CH2:5][CH:6]([CH3:7])[CH3:8]. (5) Given the reactants Cl[C:2]1[N:10]=[CH:9][N:8]=[C:7]2[C:3]=1[N:4]=[C:5]([C:13]([O:15][CH2:16][CH3:17])=[O:14])[N:6]2[CH2:11][CH3:12].[NH2:18][C@H:19]1[CH2:23][CH2:22][N:21]([C:24]([O:26][C:27]([CH3:30])([CH3:29])[CH3:28])=[O:25])[CH2:20]1.C(N(CC)C(C)C)(C)C, predict the reaction product. The product is: [C:27]([O:26][C:24]([N:21]1[CH2:22][CH2:23][C@H:19]([NH:18][C:2]2[N:10]=[CH:9][N:8]=[C:7]3[C:3]=2[N:4]=[C:5]([C:13]([O:15][CH2:16][CH3:17])=[O:14])[N:6]3[CH2:11][CH3:12])[CH2:20]1)=[O:25])([CH3:30])([CH3:28])[CH3:29]. (6) Given the reactants C([O:5][C:6]([CH:8]1[NH:12][CH:11]([CH2:13][C:14]([CH3:17])([CH3:16])[CH3:15])[C:10]2([C:25]3[C:20](=[CH:21][C:22]([Cl:26])=[CH:23][CH:24]=3)[NH:19][C:18]2=[O:27])[CH:9]1[C:28]1[CH:33]=[CH:32][CH:31]=[C:30]([Cl:34])[CH:29]=1)=[O:7])(C)(C)C.[F:35][C:36]([F:41])([F:40])[C:37]([OH:39])=[O:38], predict the reaction product. The product is: [F:35][C:36]([F:41])([F:40])[C:37]([OH:39])=[O:38].[Cl:26][C:22]1[CH:21]=[C:20]2[NH:19][C:18](=[O:27])[C:10]3([CH:9]([C:28]4[CH:33]=[CH:32][CH:31]=[C:30]([Cl:34])[CH:29]=4)[CH:8]([C:6]([OH:7])=[O:5])[NH:12][CH:11]3[CH2:13][C:14]([CH3:16])([CH3:15])[CH3:17])[C:25]2=[CH:24][CH:23]=1. (7) Given the reactants [BH4-].[Na+].[C:3]([O:7][C:8]([N:10]1[C:15](=[O:16])[CH:14]2[CH2:17][CH:11]1[CH2:12][CH2:13]2)=[O:9])([CH3:6])([CH3:5])[CH3:4], predict the reaction product. The product is: [C:3]([O:7][C:8](=[O:9])[NH:10][C@H:11]1[CH2:12][CH2:13][C@@H:14]([CH2:15][OH:16])[CH2:17]1)([CH3:6])([CH3:4])[CH3:5]. (8) The product is: [C:1]([O:5][C:6]([N:8]1[CH2:13][CH2:12][N:11]([C:14]2[CH:19]=[CH:18][C:17]([Br:20])=[CH:16][C:15]=2[NH:21][C:41]([C:31]2[C:40]3[C:35](=[CH:36][CH:37]=[CH:38][CH:39]=3)[CH:34]=[CH:33][CH:32]=2)=[O:42])[CH2:10][CH2:9]1)=[O:7])([CH3:4])([CH3:2])[CH3:3]. Given the reactants [C:1]([O:5][C:6]([N:8]1[CH2:13][CH2:12][N:11]([C:14]2[CH:19]=[CH:18][C:17]([Br:20])=[CH:16][C:15]=2[NH2:21])[CH2:10][CH2:9]1)=[O:7])([CH3:4])([CH3:3])[CH3:2].CCN(C(C)C)C(C)C.[C:31]1([C:41](Cl)=[O:42])[C:40]2[C:35](=[CH:36][CH:37]=[CH:38][CH:39]=2)[CH:34]=[CH:33][CH:32]=1, predict the reaction product. (9) Given the reactants [C:1]([O:5][C:6](=[O:21])[N:7](C1C=CC=CC=1)[CH2:8][CH:9]1[CH2:14][CH2:13][NH:12][CH2:11][CH2:10]1)([CH3:4])([CH3:3])[CH3:2].Cl[C:23]1[C:24]2[CH:31]=[CH:30][NH:29][C:25]=2[N:26]=[CH:27][N:28]=1.C(N([CH2:37][CH3:38])CC)C, predict the reaction product. The product is: [C:1]([O:5][C:6](=[O:21])[NH:7][CH:8]([C:38]1[CH:37]=[CH:11][CH:10]=[CH:9][CH:8]=1)[CH:9]1[CH2:10][CH2:11][N:12]([C:23]2[C:24]3[CH:31]=[CH:30][NH:29][C:25]=3[N:26]=[CH:27][N:28]=2)[CH2:13][CH2:14]1)([CH3:2])([CH3:3])[CH3:4]. (10) Given the reactants [F:1][C:2]1[CH:7]=[N:6][C:5]2[NH:8][CH:9]=[CH:10][C:4]=2[C:3]=1[OH:11].[C:12]1(C)[C:13]([S:18](Cl)(=[O:20])=[O:19])=[CH:14][CH:15]=[CH:16][CH:17]=1.[H-].[Na+].[CH3:25]N(C=O)C, predict the reaction product. The product is: [F:1][C:2]1[CH:7]=[N:6][C:5]2[N:8]([S:18]([C:13]3[CH:12]=[CH:17][C:16]([CH3:25])=[CH:15][CH:14]=3)(=[O:19])=[O:20])[CH:9]=[CH:10][C:4]=2[C:3]=1[OH:11].